From a dataset of Experimentally validated miRNA-target interactions with 360,000+ pairs, plus equal number of negative samples. Binary Classification. Given a miRNA mature sequence and a target amino acid sequence, predict their likelihood of interaction. (1) The miRNA is hsa-miR-3124-5p with sequence UUCGCGGGCGAAGGCAAAGUC. The protein sequence of the target gene is MDTTAAAALPAFVALLLLSPWPLLGSAQGQFSAGGCTFDDGPGACDYHQDLYDDFEWVHVSAQEPHYLPPEMPQGSYMIVDSSDHDPGEKARLQLPTMKENDTHCIDFSYLLYSQKGLNPGTLNILVRVNKGPLANPIWNVTGFTGRDWLRAELAVSTFWPNEYQVIFEAEVSGGRSGYIAIDDIQVLSYPCDKSPHFLRLGDVEVNAGQNATFQCIATGRDAVHNKLWLQRRNGEDIPVAQTKNINHRRFAASFRLQEVTKTDQDLYRCVTQSERGSGVSNFAQLIVREPPRPIAPPQL.... Result: 0 (no interaction). (2) The miRNA is rno-miR-92a-3p with sequence UAUUGCACUUGUCCCGGCCUG. The protein sequence of the target gene is MTSALTQGLERIPDQLGYLVLSEGAVLASSGDLENDEQAASAISELVSTACGFRLHRGMNVPFKRLSVVFGEHTLLVTVSGQRVFVVKRQNRGREPIDV. Result: 0 (no interaction). (3) The miRNA is hsa-miR-7515 with sequence AGAAGGGAAGAUGGUGAC. The protein sequence of the target gene is MRSMKALQKALSRAGSHCGRGGWGHPSRSPLLGGGVRHHLSEAAAQGRETPHSHQPQHQDHDSSESGMLSRLGDLLFYTIAEGQERIPIHKFTTALKATGLQTSDPRLRDCMSEMHRVVQESSSGGLLDRDLFRKCVSSNIVLLTQAFRKKFVIPDFEEFTGHVDRIFEDVKELTGGKVAAYIPQLAKSNPDLWGVSLCTVDGQRHSVGHTKIPFCLQSCVKPLTYAISISTLGTDYVHKFVGKEPSGLRYNKLSLNEEGIPHNPMVNAGAIVVSSLIKMDCNKAEKFDFVLQYLNKMAG.... Result: 0 (no interaction). (4) The miRNA is hsa-miR-5191 with sequence AGGAUAGGAAGAAUGAAGUGCU. The protein sequence of the target gene is MPSLAPDCPLLAMPEETQEDSVAPMMPSQRSRGPLAPNHVHEVCLHQVESISDLHSGAGTLRPYLTEEARPWDELLGVLPPSLCAQAGCSPVYRRGGFLLLLALLVLTCLVLALLAVYLSVLQSESLRILAHTLRTQEETLLKLRLASLSQLRRLNSSEAQAPS. Result: 0 (no interaction). (5) The protein sequence of the target gene is MSDEKNLGVSQKLVSPSRSTSSCSSKQGSRQDSWEVVEGLRGEMTYTQEPPVQKGFLLKKRKWPLKGWHKRFFCLEKGILKYAKSQADIEREKLHGCIDVGLSVMSVKKSSKCIDLDTEEHIYHLKVKSEELFDEWVSKLRHHRMYRQNEIAMFPRDVNHFFSGSSVTDSAPGVFESVSSRKRSSLSKQNSFPPGSNLSFSCGGDTRVPFWLQSSEDMEKCSKDMAHCHAYLLEMSQLLESMDVLHRTYSAPAINAIQVPKPFSGPVRLHSSNPNLSTLDFGEEKSYSDGSEASSEFSKM.... The miRNA is mmu-miR-543-3p with sequence AAACAUUCGCGGUGCACUUCUU. Result: 1 (interaction). (6) The miRNA is hsa-miR-519e-5p with sequence UUCUCCAAAAGGGAGCACUUUC. The protein sequence of the target gene is MLFWTAFSMALSLRLALARSSIERGSTASDPQGDLLFLLDSSASVSHYEFSRVREFVGQLVATMSFGPGALRASLVHVGSQPHTEFTFDQYSSGQAIQDAIRVAPQRMGDTNTGLALAYAKEQLFAEEAGARPGVPKVLVWVTDGGSSDPVGPPMQELKDLGVTIFIVSTGRGNLLELLAAASAPAEKHLHFVDVDDLPIIARELRGSITDAMQPQQLHASEVLSSGFRLSWPPLLTADSGYYVLELVPSGKLATTRRQQLPGNATSWTWTDLDPDTDYEVSLLPESNVHLLRPQHVRVR.... Result: 0 (no interaction).